From a dataset of Reaction yield outcomes from USPTO patents with 853,638 reactions. Predict the reaction yield, written as a fraction of the theoretical maximum amount of product (1.0 means a 100% yield; for example, 0.34 means a 34% yield). (1) The reactants are [CH2:1]([N:8]([CH2:38][C:39]1[CH:44]=[CH:43][CH:42]=[CH:41][CH:40]=1)[CH:9]1[CH2:13][CH:12]([C:14](=O)[CH2:15][NH:16][C:17]2[N:18]=[C:19]3[CH:25]=[CH:24][N:23]([S:26]([C:29]4[CH:35]=[CH:34][C:32]([CH3:33])=[CH:31][CH:30]=4)(=[O:28])=[O:27])[C:20]3=[N:21][CH:22]=2)[CH:11]([CH3:37])[CH2:10]1)[C:2]1[CH:7]=[CH:6][CH:5]=[CH:4][CH:3]=1.COC1C=CC(P2(SP(C3C=CC(OC)=CC=3)(=S)S2)=S)=CC=1. No catalyst specified. The product is [CH2:1]([N:8]([CH2:38][C:39]1[CH:44]=[CH:43][CH:42]=[CH:41][CH:40]=1)[CH:9]1[CH2:13][CH:12]([C:14]2[N:18]3[C:19]4[CH:25]=[CH:24][N:23]([S:26]([C:29]5[CH:35]=[CH:34][C:32]([CH3:33])=[CH:31][CH:30]=5)(=[O:28])=[O:27])[C:20]=4[N:21]=[CH:22][C:17]3=[N:16][CH:15]=2)[CH:11]([CH3:37])[CH2:10]1)[C:2]1[CH:7]=[CH:6][CH:5]=[CH:4][CH:3]=1. The yield is 0.870. (2) The reactants are [CH3:1][O:2][C:3]([CH:5]1[CH2:9][C:8](=[O:10])[N:7]([C:11]2[CH:16]=[CH:15][C:14]([OH:17])=[CH:13][CH:12]=2)[CH2:6]1)=[O:4].P([O-])([O-])([O-])=O.[K+].[K+].[K+].[Cl-].[Na+].S([O-])([O-])(=O)=O.[Mg+2].[OH-].[Na+]. The catalyst is C1CCCCC1. The product is [CH3:1][O:2][C:3]([C@@H:5]1[CH2:9][C:8](=[O:10])[N:7]([C:11]2[CH:12]=[CH:13][C:14]([OH:17])=[CH:15][CH:16]=2)[CH2:6]1)=[O:4]. The yield is 0.448. (3) The reactants are [CH3:1][N:2]1[CH2:7][CH2:6][N:5]([C:8](=[O:22])[CH2:9][NH:10][C:11](=O)[C:12]2[CH:17]=[CH:16][C:15]([N+:18]([O-:20])=[O:19])=[CH:14][CH:13]=2)[CH2:4][CH2:3]1.[F:23][C:24]([F:35])([F:34])[C:25](O[C:25](=[O:26])[C:24]([F:35])([F:34])[F:23])=[O:26]. The product is [F:23][C:24]([F:35])([F:34])[C:25]([C:9]1[N:10]=[C:11]([C:12]2[CH:13]=[CH:14][C:15]([N+:18]([O-:20])=[O:19])=[CH:16][CH:17]=2)[O:22][C:8]=1[N:5]1[CH2:4][CH2:3][N:2]([CH3:1])[CH2:7][CH2:6]1)=[O:26]. The yield is 0.560. No catalyst specified. (4) The reactants are [F:1][C:2]1([F:7])[CH2:6][CH2:5][NH:4][CH2:3]1.[Cl:8][C:9]1[CH:14]=[C:13](Cl)[N:12]=[CH:11][N:10]=1.CCN(C(C)C)C(C)C. The catalyst is O1CCOCC1. The product is [Cl:8][C:9]1[CH:14]=[C:13]([N:4]2[CH2:5][CH2:6][C:2]([F:7])([F:1])[CH2:3]2)[N:12]=[CH:11][N:10]=1. The yield is 0.486.